The task is: Regression. Given a peptide amino acid sequence and an MHC pseudo amino acid sequence, predict their binding affinity value. This is MHC class I binding data.. This data is from Peptide-MHC class I binding affinity with 185,985 pairs from IEDB/IMGT. (1) The peptide sequence is YHRPLTGYM. The MHC is HLA-A30:01 with pseudo-sequence HLA-A30:01. The binding affinity (normalized) is 0.0847. (2) The peptide sequence is YLQLVFGIEV. The MHC is HLA-A02:07 with pseudo-sequence HLA-A02:07. The binding affinity (normalized) is 0.357. (3) The peptide sequence is AQCFKMFYK. The MHC is HLA-A31:01 with pseudo-sequence HLA-A31:01. The binding affinity (normalized) is 0.831.